Dataset: Forward reaction prediction with 1.9M reactions from USPTO patents (1976-2016). Task: Predict the product of the given reaction. (1) Given the reactants F[CH:2]([C:4]1[N:13]=[C:12]2[C:7]([CH:8]=[C:9]([C:18]([OH:20])=[O:19])[C:10]([C:14]([F:17])([F:16])[F:15])=[N:11]2)=[CH:6][CH:5]=1)[CH3:3].C1(=O)CCCC(=[O:27])C1.C1(N=C=N[CH:38]2[CH2:43]CCCC2)CCCCC1, predict the reaction product. The product is: [C:2]([C:4]1[N:13]=[C:12]2[C:7]([CH:8]=[C:9]([C:18]([O:20][CH2:43][CH3:38])=[O:19])[C:10]([C:14]([F:17])([F:16])[F:15])=[N:11]2)=[CH:6][CH:5]=1)(=[O:27])[CH3:3]. (2) Given the reactants [F:1][C:2]1[CH:7]=[C:6]([F:8])[CH:5]=[CH:4][C:3]=1[CH:9]([N:13]1[CH2:18][CH2:17][CH2:16][CH2:15][CH2:14]1)[C:10]([OH:12])=[O:11].C1CCC(N=C=NC2CCCCC2)CC1.C1C=CC2N(O)N=NC=2C=1.[N:44]12[CH2:51][CH2:50][CH:47]([CH2:48][CH2:49]1)[C@@H:46](O)[CH2:45]2, predict the reaction product. The product is: [F:1][C:2]1[CH:7]=[C:6]([F:8])[CH:5]=[CH:4][C:3]=1[CH:9]([N:13]1[CH2:18][CH2:17][CH2:16][CH2:15][CH2:14]1)[C:10]([O:12][C@@H:46]1[CH:47]2[CH2:50][CH2:51][N:44]([CH2:49][CH2:48]2)[CH2:45]1)=[O:11]. (3) Given the reactants C(OC(=O)[NH:7][C:8]1[CH:13]=[CH:12][C:11]([F:14])=[C:10]([CH:15]([C:18](=[O:29])[NH:19][CH2:20][C:21]2[CH:26]=[CH:25][C:24]([C:27]#[N:28])=[CH:23][CH:22]=2)[O:16][CH3:17])[C:9]=1[F:30])(C)(C)C.Cl, predict the reaction product. The product is: [NH2:7][C:8]1[C:9]([F:30])=[C:10]([CH:15]([O:16][CH3:17])[C:18]([NH:19][CH2:20][C:21]2[CH:26]=[CH:25][C:24]([C:27]#[N:28])=[CH:23][CH:22]=2)=[O:29])[C:11]([F:14])=[CH:12][CH:13]=1. (4) The product is: [Cl-:74].[O:21]1[C:20]2[CH:25]=[CH:26][C:17]([NH2+:14][C:15]3[O:6][C:5]([C:7]4[CH:12]=[CH:11][CH:10]=[CH:9][C:8]=4[OH:13])=[CH:4][N:1]=3)=[CH:18][C:19]=2[O:24][CH2:23][CH2:22]1. Given the reactants [N:1]([CH2:4][C:5]([C:7]1[CH:12]=[CH:11][CH:10]=[CH:9][C:8]=1[OH:13])=[O:6])=[N+]=[N-].[N:14]([C:17]1[CH:26]=[CH:25][C:20]2[O:21][CH2:22][CH2:23][O:24][C:19]=2[CH:18]=1)=[C:15]=S.C1C=CC(P(C2C=CC=CC=2)C2C=CC=CC=2)=CC=1.[N-]=[N+]=[N-].O1C2C=CC(NC3OC(C4C=CC=CC=4[N+]([O-])=O)=CN=3)=CC=2OCC1.[ClH:74].CCOCC, predict the reaction product.